This data is from Full USPTO retrosynthesis dataset with 1.9M reactions from patents (1976-2016). The task is: Predict the reactants needed to synthesize the given product. Given the product [CH:11]([N:8]1[CH:7]=[N:6][C:5]2[C:9]1=[N:10][C:2]([NH:31][C@@H:32]([CH2:38][CH3:39])[CH:33]([OH:37])[CH:34]([CH3:36])[CH3:35])=[N:3][C:4]=2[NH:14][CH2:15][C:16]1[CH:21]=[CH:20][CH:19]=[CH:18][N:17]=1)([CH3:13])[CH3:12], predict the reactants needed to synthesize it. The reactants are: F[C:2]1[N:10]=[C:9]2[C:5]([N:6]=[CH:7][N:8]2[CH:11]([CH3:13])[CH3:12])=[C:4]([NH:14][CH2:15][C:16]2[CH:21]=[CH:20][CH:19]=[CH:18][N:17]=2)[N:3]=1.CCN(C(C)C)C(C)C.[NH2:31][C@@H:32]([CH2:38][CH3:39])[CH:33]([OH:37])[CH:34]([CH3:36])[CH3:35].